This data is from Peptide-MHC class I binding affinity with 185,985 pairs from IEDB/IMGT. The task is: Regression. Given a peptide amino acid sequence and an MHC pseudo amino acid sequence, predict their binding affinity value. This is MHC class I binding data. (1) The peptide sequence is NSSVNVSLTA. The MHC is HLA-B58:01 with pseudo-sequence HLA-B58:01. The binding affinity (normalized) is 0.787. (2) The MHC is HLA-B57:01 with pseudo-sequence HLA-B57:01. The peptide sequence is AVSMANIFRG. The binding affinity (normalized) is 0.666. (3) The peptide sequence is IPSSWAFGKF. The MHC is H-2-Ld with pseudo-sequence H-2-Ld. The binding affinity (normalized) is 0.265. (4) The peptide sequence is MLVTPSMAMR. The MHC is HLA-A68:01 with pseudo-sequence HLA-A68:01. The binding affinity (normalized) is 0.679.